The task is: Predict the product of the given reaction.. This data is from Forward reaction prediction with 1.9M reactions from USPTO patents (1976-2016). (1) Given the reactants C([O-])(O)=O.[Na+].[CH3:6][C@@H:7]([NH2:14])[C:8]1[CH:13]=[CH:12][CH:11]=[CH:10][CH:9]=1.[Br:15][C:16]1[CH:17]=[C:18]([CH:22]=[CH:23][C:24]=1[CH3:25])[C:19](Cl)=[O:20], predict the reaction product. The product is: [C:8]1([C@H:7]([NH:14][C:19]([C:18]2[CH:22]=[CH:23][C:24]([CH3:25])=[C:16]([Br:15])[CH:17]=2)=[O:20])[CH3:6])[CH:13]=[CH:12][CH:11]=[CH:10][CH:9]=1. (2) Given the reactants C(N([CH:24]1[CH2:26][CH2:25]1)[C@H](C(O)=O)C)(OCC1C2C(=CC=CC=2)C2C1=CC=CC=2)=O.[NH2:27][C@H:28]([C:33]([OH:35])=O)[CH2:29][CH:30]([CH3:32])[CH3:31], predict the reaction product. The product is: [CH:24]1([CH2:29][C@@H:28]2[NH:27][C:33](=[O:35])[C@H:28]([CH2:29][CH:30]([CH3:31])[CH3:32])[NH:27][CH2:33]2)[CH2:25][CH2:26]1. (3) Given the reactants CC([CH:5]1[CH2:10][N:9]([CH2:11][CH:12]2[C:21]3[C:16](=[C:17]([C:22]#[N:23])[CH:18]=[CH:19][CH:20]=3)[CH2:15][CH2:14][O:13]2)[CH2:8][CH2:7][N:6]1C([O-])=O)(C)C.Cl.O1CCOCC1, predict the reaction product. The product is: [N:9]1([CH2:11][CH:12]2[C:21]3[CH:20]=[CH:19][CH:18]=[C:17]([C:22]#[N:23])[C:16]=3[CH2:15][CH2:14][O:13]2)[CH2:10][CH2:5][NH:6][CH2:7][CH2:8]1. (4) Given the reactants [Cl:1][C:2]1[CH:3]=[C:4]2[C:9](=[CH:10][C:11]=1[C:12]([OH:14])=O)[NH:8][C:7](=[S:15])[N:6]([C:16]1[N:21]=[C:20]([O:22][CH3:23])[C:19]([O:24][CH3:25])=[CH:18][N:17]=1)[C:5]2=[O:26].CCN(C(C)C)C(C)C.CN(C(ON1N=NC2C=CC=NC1=2)=[N+](C)C)C.F[P-](F)(F)(F)(F)F.[Cl:60][C:61]1[CH:62]=[C:63]([CH:66]=[CH:67][CH:68]=1)[CH2:64][NH2:65], predict the reaction product. The product is: [Cl:1][C:2]1[CH:3]=[C:4]2[C:9](=[CH:10][C:11]=1[C:12]([NH:65][CH2:64][C:63]1[CH:66]=[CH:67][CH:68]=[C:61]([Cl:60])[CH:62]=1)=[O:14])[NH:8][C:7](=[S:15])[N:6]([C:16]1[N:21]=[C:20]([O:22][CH3:23])[C:19]([O:24][CH3:25])=[CH:18][N:17]=1)[C:5]2=[O:26].